This data is from NCI-60 drug combinations with 297,098 pairs across 59 cell lines. The task is: Regression. Given two drug SMILES strings and cell line genomic features, predict the synergy score measuring deviation from expected non-interaction effect. (1) Drug 1: CCC1=CC2CC(C3=C(CN(C2)C1)C4=CC=CC=C4N3)(C5=C(C=C6C(=C5)C78CCN9C7C(C=CC9)(C(C(C8N6C)(C(=O)OC)O)OC(=O)C)CC)OC)C(=O)OC.C(C(C(=O)O)O)(C(=O)O)O. Drug 2: CCC1=C2CN3C(=CC4=C(C3=O)COC(=O)C4(CC)O)C2=NC5=C1C=C(C=C5)O. Cell line: LOX IMVI. Synergy scores: CSS=52.6, Synergy_ZIP=-3.49, Synergy_Bliss=-4.03, Synergy_Loewe=-1.30, Synergy_HSA=0.794. (2) Drug 1: CC1C(C(CC(O1)OC2CC(CC3=C2C(=C4C(=C3O)C(=O)C5=CC=CC=C5C4=O)O)(C(=O)C)O)N)O. Cell line: MDA-MB-231. Synergy scores: CSS=45.5, Synergy_ZIP=-1.45, Synergy_Bliss=-0.942, Synergy_Loewe=1.22, Synergy_HSA=1.96. Drug 2: CC1C(C(CC(O1)OC2CC(CC3=C2C(=C4C(=C3O)C(=O)C5=C(C4=O)C(=CC=C5)OC)O)(C(=O)CO)O)N)O.Cl.